This data is from Catalyst prediction with 721,799 reactions and 888 catalyst types from USPTO. The task is: Predict which catalyst facilitates the given reaction. (1) Reactant: [H-].[Na+].[C:3]([O:7][C:8]1[CH:13]=[CH:12][CH:11]=[CH:10][C:9]=1[NH:14][N:15]=[C:16]([C:20](=[O:22])[CH3:21])[C:17](=[O:19])[CH3:18])([CH3:6])([CH3:5])[CH3:4].[CH2:23]([O:30][CH2:31][C:32](Cl)=[O:33])[C:24]1[CH:29]=[CH:28][CH:27]=[CH:26][CH:25]=1.O. Product: [CH2:23]([O:30][CH2:31][C:32](=[O:33])[CH2:21][C:20](=[O:22])[C:16](=[N:15][NH:14][C:9]1[CH:10]=[CH:11][CH:12]=[CH:13][C:8]=1[O:7][C:3]([CH3:6])([CH3:4])[CH3:5])[C:17](=[O:19])[CH3:18])[C:24]1[CH:29]=[CH:28][CH:27]=[CH:26][CH:25]=1. The catalyst class is: 1. (2) Reactant: Cl.[NH2:2][C:3]([C:6]1[N:11]=[C:10]([C:12]([NH:14][CH2:15][C:16]2[CH:21]=[CH:20][C:19]([F:22])=[CH:18][CH:17]=2)=[O:13])[C:9]([OH:23])=[C:8]([OH:24])[N:7]=1)([CH3:5])[CH3:4].CCN(CC)CC.[Cl:32][CH2:33][CH:34]=O.CC(O)=O.[BH3-]C#N.[Na+]. Product: [Cl:32][CH2:33][CH2:34][NH:2][C:3]([C:6]1[N:11]=[C:10]([C:12]([NH:14][CH2:15][C:16]2[CH:21]=[CH:20][C:19]([F:22])=[CH:18][CH:17]=2)=[O:13])[C:9]([OH:23])=[C:8]([OH:24])[N:7]=1)([CH3:4])[CH3:5]. The catalyst class is: 67. (3) Reactant: Br[CH2:2][C:3]([C:5]1[CH:10]=[CH:9][C:8]([O:11][C:12]2[CH:17]=[CH:16][C:15]([Cl:18])=[CH:14][CH:13]=2)=[CH:7][C:6]=1[CH2:19][CH2:20][CH3:21])=[O:4].[CH3:22][O:23][C:24]1[CH:29]=[CH:28][C:27]([OH:30])=[CH:26][CH:25]=1.C(=O)([O-])[O-].[Cs+].[Cs+]. Product: [Cl:18][C:15]1[CH:16]=[CH:17][C:12]([O:11][C:8]2[CH:9]=[CH:10][C:5]([C:3](=[O:4])[CH2:2][O:30][C:27]3[CH:28]=[CH:29][C:24]([O:23][CH3:22])=[CH:25][CH:26]=3)=[C:6]([CH2:19][CH2:20][CH3:21])[CH:7]=2)=[CH:13][CH:14]=1. The catalyst class is: 39. (4) Reactant: [H-].[H-].[H-].[H-].[Li+].[Al+3].[OH:7][CH:8]1[CH2:11][N:10]([C:12](=O)[C@@H:13]([NH:18][C:19](=O)OC(C)(C)C)[C@@H:14]([CH3:17])[CH2:15][CH3:16])[CH2:9]1.O.[OH-].[Na+]. Product: [CH3:17][C@@H:14]([CH2:15][CH3:16])[C@H:13]([NH:18][CH3:19])[CH2:12][N:10]1[CH2:9][CH:8]([OH:7])[CH2:11]1. The catalyst class is: 1. (5) Reactant: [F:1][C:2]1[CH:7]=[CH:6][C:5]([CH3:8])=[CH:4][C:3]=1[NH:9][C:10]([C:12]1[CH:13]=[C:14]([CH:30]=[CH:31][CH:32]=1)[O:15][C:16]1[CH:21]=[CH:20][N:19]=[C:18]([C:22]2[NH:26][CH:25]=[C:24]([C:27](O)=[O:28])[CH:23]=2)[CH:17]=1)=[O:11].CN(C(ON1N=NC2C=CC=NC1=2)=[N+](C)C)C.F[P-](F)(F)(F)(F)F.C(N(CC)C(C)C)(C)C.[NH:66]1[CH2:70][CH2:69][C@H:68]([OH:71])[CH2:67]1. Product: [F:1][C:2]1[CH:7]=[CH:6][C:5]([CH3:8])=[CH:4][C:3]=1[NH:9][C:10](=[O:11])[C:12]1[CH:32]=[CH:31][CH:30]=[C:14]([O:15][C:16]2[CH:21]=[CH:20][N:19]=[C:18]([C:22]3[NH:26][CH:25]=[C:24]([C:27]([N:66]4[CH2:70][CH2:69][CH:68]([OH:71])[CH2:67]4)=[O:28])[CH:23]=3)[CH:17]=2)[CH:13]=1. The catalyst class is: 18. (6) Reactant: Br[C:2]1[CH:7]=[CH:6][C:5]([C:8]2[N:9]=[C:10]([N:18]3[CH2:23][CH2:22][N:21]([CH2:24][CH3:25])[CH2:20][CH2:19]3)[C:11]3[C:16]([CH:17]=2)=[CH:15][CH:14]=[CH:13][CH:12]=3)=[CH:4][CH:3]=1.[Li]CCCC.[O:31]1[CH2:36][CH2:35][C:34](=[O:37])[CH2:33][CH2:32]1.[Cl-].[NH4+]. Product: [CH2:24]([N:21]1[CH2:22][CH2:23][N:18]([C:10]2[C:11]3[C:16](=[CH:15][CH:14]=[CH:13][CH:12]=3)[CH:17]=[C:8]([C:5]3[CH:4]=[CH:3][C:2]([C:34]4([OH:37])[CH2:35][CH2:36][O:31][CH2:32][CH2:33]4)=[CH:7][CH:6]=3)[N:9]=2)[CH2:19][CH2:20]1)[CH3:25]. The catalyst class is: 7. (7) Reactant: C([Sn](=O)CCCC)CCC.C[Si]([N:15]=[N+:16]=[N-:17])(C)C.[Cl:18][C:19]1[CH:24]=[CH:23][C:22]([C:25]2[N:26]=[C:27]([CH2:47][C:48]#[N:49])[C:28]([C:38]([NH:40][N:41]3[CH2:46][CH2:45][CH2:44][CH2:43][CH2:42]3)=[O:39])=[N:29][C:30]=2[C:31]2[CH:36]=[CH:35][C:34]([Cl:37])=[CH:33][CH:32]=2)=[CH:21][CH:20]=1. Product: [Cl:18][C:19]1[CH:24]=[CH:23][C:22]([C:25]2[N:26]=[C:27]([CH2:47][C:48]3[N:15]=[N:16][NH:17][N:49]=3)[C:28]([C:38]([NH:40][N:41]3[CH2:46][CH2:45][CH2:44][CH2:43][CH2:42]3)=[O:39])=[N:29][C:30]=2[C:31]2[CH:32]=[CH:33][C:34]([Cl:37])=[CH:35][CH:36]=2)=[CH:21][CH:20]=1. The catalyst class is: 11. (8) Reactant: [C:1]([NH:9][C:10]1[CH:32]=[CH:31][C:13]([O:14][C:15]2[C:24]3[C:19](=[CH:20][C:21]([OH:27])=[C:22]([O:25][CH3:26])[CH:23]=3)[N:18]=[CH:17][C:16]=2[CH:28]2[CH2:30][CH2:29]2)=[CH:12][CH:11]=1)(=[O:8])[C:2]1[CH:7]=[CH:6][CH:5]=[CH:4][CH:3]=1.C([O-])([O-])=O.[K+].[K+].[CH:39]1([O:44][C:45](=[O:58])[C@@H:46]([NH:50][C:51]([O:53][C:54]([CH3:57])([CH3:56])[CH3:55])=[O:52])[CH2:47][CH2:48]Br)[CH2:43][CH2:42][CH2:41][CH2:40]1. Product: [CH:39]1([O:44][C:45](=[O:58])[CH:46]([NH:50][C:51]([O:53][C:54]([CH3:57])([CH3:56])[CH3:55])=[O:52])[CH2:47][CH2:48][O:27][C:21]2[CH:20]=[C:19]3[C:24]([C:15]([O:14][C:13]4[CH:31]=[CH:32][C:10]([NH:9][C:1](=[O:8])[C:2]5[CH:3]=[CH:4][CH:5]=[CH:6][CH:7]=5)=[CH:11][CH:12]=4)=[C:16]([CH:28]4[CH2:30][CH2:29]4)[CH:17]=[N:18]3)=[CH:23][C:22]=2[O:25][CH3:26])[CH2:40][CH2:41][CH2:42][CH2:43]1. The catalyst class is: 3.